Task: Predict the reactants needed to synthesize the given product.. Dataset: Full USPTO retrosynthesis dataset with 1.9M reactions from patents (1976-2016) (1) The reactants are: Cl.CN(C)CCCN=C=NCC.[CH3:13][O:14][C:15](=[O:32])[C@H:16]([C@H:25]1[CH2:30][CH2:29][C@H:28]([NH2:31])[CH2:27][CH2:26]1)[NH:17][C:18]([O:20][C:21]([CH3:24])([CH3:23])[CH3:22])=[O:19].[NH2:33][C:34]1[C:35]([C:40](O)=[O:41])=[N:36][CH:37]=[CH:38][N:39]=1.OC1C2N=NNC=2C=CC=1. Given the product [CH3:13][O:14][C:15](=[O:32])[C@H:16]([C@H:25]1[CH2:30][CH2:29][C@H:28]([NH:31][C:40]([C:35]2[C:34]([NH2:33])=[N:39][CH:38]=[CH:37][N:36]=2)=[O:41])[CH2:27][CH2:26]1)[NH:17][C:18]([O:20][C:21]([CH3:24])([CH3:22])[CH3:23])=[O:19], predict the reactants needed to synthesize it. (2) Given the product [C:38]([O:42][C:43](=[O:45])[CH2:44][C:51]1[C:50]([CH3:54])=[CH:49][N:48]=[C:47]([Cl:46])[CH:52]=1)([CH3:41])([CH3:40])[CH3:39], predict the reactants needed to synthesize it. The reactants are: C[Si](C)(C)N[Si](C)(C)C.C1(P(C2CCCCC2)C2C=CC=CC=2C2C=CC=CC=2N(C)C)CCCCC1.[C:38]([O:42][C:43](=[O:45])[CH3:44])([CH3:41])([CH3:40])[CH3:39].[Cl:46][C:47]1[CH:52]=[C:51](Cl)[C:50]([CH3:54])=[CH:49][N:48]=1. (3) Given the product [CH3:65][CH:64]([N:67]([CH:71]([CH3:73])[CH3:72])[C:68]([NH:2][C@@H:3]1[C:17](=[O:18])[N:16]2[CH2:19][C@H:20]([O:22][C:23]3[C:32]4[C:27](=[C:28]([CH3:55])[C:29]([O:33][CH3:34])=[CH:30][CH:31]=4)[N:26]=[C:25]([C:36]4[S:37][CH:38]=[C:39]([CH:41]5[CH2:43][CH2:42]5)[N:40]=4)[CH:24]=3)[CH2:21][C@H:15]2[C:14](=[O:44])[NH:13][C@:12]2([C:46]([NH:48][S:49]([CH:52]3[CH2:54][CH2:53]3)(=[O:51])=[O:50])=[O:47])[CH2:45][C@H:11]2[CH:10]=[CH:9][CH2:8][CH2:7][CH2:6][CH2:5][CH2:4]1)=[O:69])[CH3:66], predict the reactants needed to synthesize it. The reactants are: Cl.[NH2:2][C@@H:3]1[C:17](=[O:18])[N:16]2[CH2:19][C@H:20]([O:22][C:23]3[C:32]4[C:27](=[C:28](Cl)[C:29]([O:33][CH3:34])=[CH:30][CH:31]=4)[N:26]=[C:25]([C:36]4[S:37][CH:38]=[C:39]([CH:41]5[CH2:43][CH2:42]5)[N:40]=4)[CH:24]=3)[CH2:21][C@H:15]2[C:14](=[O:44])[NH:13][C@:12]2([C:46]([NH:48][S:49]([CH:52]3[CH2:54][CH2:53]3)(=[O:51])=[O:50])=[O:47])[CH2:45][C@H:11]2[CH:10]=[CH:9][CH2:8][CH2:7][CH2:6][CH2:5][CH2:4]1.[CH:55](N(C(C)C)CC)(C)C.[CH:64]([N:67]([CH:71]([CH3:73])[CH3:72])[C:68](Cl)=[O:69])([CH3:66])[CH3:65]. (4) Given the product [CH3:15][N:1]1[CH:5]=[CH:4][C:3]([C:6]2[S:7][C:8]([CH:11]=[O:12])=[CH:9][N:10]=2)=[N:2]1, predict the reactants needed to synthesize it. The reactants are: [NH:1]1[CH:5]=[CH:4][C:3]([C:6]2[S:7][C:8]([CH:11]=[O:12])=[CH:9][N:10]=2)=[N:2]1.IC.[C:15](=O)([O-])[O-].[K+].[K+].CCOC(C)=O.CCCCCC. (5) Given the product [C:16]1([CH:14]([C:11]2[S:10][C:9]([C:8]#[C:7][C:1]3[CH:6]=[CH:5][CH:4]=[CH:3][CH:2]=3)=[N:13][CH:12]=2)[OH:15])[CH:21]=[CH:20][CH:19]=[CH:18][CH:17]=1, predict the reactants needed to synthesize it. The reactants are: [C:1]1([C:7]#[C:8][C:9]2[S:10][C:11]([CH:14]=[O:15])=[CH:12][N:13]=2)[CH:6]=[CH:5][CH:4]=[CH:3][CH:2]=1.[C:16]1([Mg]Br)[CH:21]=[CH:20][CH:19]=[CH:18][CH:17]=1.CCOCC. (6) Given the product [ClH:43].[CH3:1][O:2][CH2:3][CH2:4][CH2:5][CH2:6][N:7]1[C:11]2[CH:12]=[CH:13][CH:14]=[CH:15][C:10]=2[N:9]=[C:8]1[C:16]([N:18]([CH2:33][CH:34]([CH3:36])[CH3:35])[C@H:19]1[CH2:24][C@@H:23]([C:25]([N:27]2[CH2:32][CH2:31][O:30][CH2:29][CH2:28]2)=[O:26])[CH2:22][NH:21][CH2:20]1)=[O:17], predict the reactants needed to synthesize it. The reactants are: [CH3:1][O:2][CH2:3][CH2:4][CH2:5][CH2:6][N:7]1[C:11]2[CH:12]=[CH:13][CH:14]=[CH:15][C:10]=2[N:9]=[C:8]1[C:16]([N:18]([CH2:33][CH:34]([CH3:36])[CH3:35])[C@H:19]1[CH2:24][C@@H:23]([C:25]([N:27]2[CH2:32][CH2:31][O:30][CH2:29][CH2:28]2)=[O:26])[CH2:22][NH:21][CH2:20]1)=[O:17].C(OCC)(=O)C.[ClH:43].CCCCCCC. (7) Given the product [Cl:1][C:2]1[C:7]([C:8]([NH2:23])=[O:9])=[C:6]([F:11])[C:5]([CH3:12])=[CH:4][CH:3]=1, predict the reactants needed to synthesize it. The reactants are: [Cl:1][C:2]1[C:7]([C:8](O)=[O:9])=[C:6]([F:11])[C:5]([CH3:12])=[CH:4][CH:3]=1.C(Cl)Cl.C(Cl)(=O)C(Cl)=O.C[N:23](C=O)C. (8) Given the product [CH3:35][O:34][C:32]1[CH:31]=[CH:30][C:29]([CH2:36][CH:37]2[S:41][C:40](=[O:42])[NH:39][C:38]2=[O:43])=[C:28]2[C:33]=1[N:24]([CH2:23][C:22]1[CH:21]=[CH:20][C:19]([NH:18][C:57]([C:48]3[CH:49]=[CH:50][C:51]4[C:56](=[CH:55][CH:54]=[CH:53][CH:52]=4)[CH:47]=3)=[O:58])=[CH:46][CH:45]=1)[C:25](=[O:44])[CH2:26][CH2:27]2, predict the reactants needed to synthesize it. The reactants are: C(N(CC)CC)C.C(OP(C#N)(=O)OCC)C.[NH2:18][C:19]1[CH:46]=[CH:45][C:22]([CH2:23][N:24]2[C:33]3[C:28](=[C:29]([CH2:36][CH:37]4[S:41][C:40](=[O:42])[NH:39][C:38]4=[O:43])[CH:30]=[CH:31][C:32]=3[O:34][CH3:35])[CH2:27][CH2:26][C:25]2=[O:44])=[CH:21][CH:20]=1.[CH:47]1[C:56]2[C:51](=[CH:52][CH:53]=[CH:54][CH:55]=2)[CH:50]=[CH:49][C:48]=1[C:57](O)=[O:58]. (9) Given the product [I:1][C:2]1[C:12]2[CH2:11][CH2:10][N:9]([C:27](=[O:28])[C:26]([F:37])([F:36])[F:25])[CH2:8][CH2:7][C:6]=2[CH:5]=[C:4]([N+:13]([O-:15])=[O:14])[CH:3]=1, predict the reactants needed to synthesize it. The reactants are: [I:1][C:2]1[C:12]2[CH2:11][CH2:10][NH:9][CH2:8][CH2:7][C:6]=2[CH:5]=[C:4]([N+:13]([O-:15])=[O:14])[CH:3]=1.CCN(C(C)C)C(C)C.[F:25][C:26]([F:37])([F:36])[C:27](O[C:27](=[O:28])[C:26]([F:37])([F:36])[F:25])=[O:28]. (10) Given the product [C:10]([C:9]1[C:8]([CH3:18])=[C:7]([CH3:19])[S:6][C:5]=1[C:3]([OH:20])=[O:4])(=[O:17])[C:11]1[CH:16]=[CH:15][CH:14]=[CH:13][CH:12]=1, predict the reactants needed to synthesize it. The reactants are: CN[C:3]([C:5]1[S:6][C:7]([CH3:19])=[C:8]([CH3:18])[C:9]=1[C:10](=[O:17])[C:11]1[CH:16]=[CH:15][CH:14]=[CH:13][CH:12]=1)=[O:4].[OH-:20].[K+].